Task: Predict the reaction yield, written as a fraction of the theoretical maximum amount of product (1.0 means a 100% yield; for example, 0.34 means a 34% yield).. Dataset: Reaction yield outcomes from USPTO patents with 853,638 reactions (1) The reactants are [Cl:1][C:2]1[CH:14]=[C:13]([C:15]([CH3:17])=[CH2:16])[CH:12]=[CH:11][C:3]=1[C:4]([O:6][C:7]([CH3:10])([CH3:9])[CH3:8])=[O:5]. The catalyst is CO.[Pt](=O)=O. The product is [Cl:1][C:2]1[CH:14]=[C:13]([CH:15]([CH3:17])[CH3:16])[CH:12]=[CH:11][C:3]=1[C:4]([O:6][C:7]([CH3:10])([CH3:9])[CH3:8])=[O:5]. The yield is 0.744. (2) The reactants are [C:1]([O:5][C:6]([NH:8][CH2:9][C:10]1[CH:18]=[CH:17][CH:16]=[C:15]([N+:19]([O-])=O)[C:11]=1[C:12]([OH:14])=[O:13])=[O:7])([CH3:4])([CH3:3])[CH3:2]. The catalyst is CO.CCOCC.[Pd]. The product is [NH2:19][C:15]1[CH:16]=[CH:17][CH:18]=[C:10]([CH2:9][NH:8][C:6]([O:5][C:1]([CH3:4])([CH3:3])[CH3:2])=[O:7])[C:11]=1[C:12]([OH:14])=[O:13]. The yield is 0.650.